Predict the reaction yield, written as a fraction of the theoretical maximum amount of product (1.0 means a 100% yield; for example, 0.34 means a 34% yield). From a dataset of Reaction yield outcomes from USPTO patents with 853,638 reactions. (1) The reactants are [C:1]([O:7][CH2:8][N:9]1[C:13]2[N:14]=[CH:15][N:16]=[C:17]([C:18]3[CH:19]=[N:20][N:21](C(OCC)C)[CH:22]=3)[C:12]=2[CH:11]=[CH:10]1)(=[O:6])[C:2]([CH3:5])([CH3:4])[CH3:3].C1COCC1.[OH-].[Na+]. The catalyst is Cl. The product is [C:1]([O:7][CH2:8][N:9]1[C:13]2[N:14]=[CH:15][N:16]=[C:17]([C:18]3[CH:19]=[N:20][NH:21][CH:22]=3)[C:12]=2[CH:11]=[CH:10]1)(=[O:6])[C:2]([CH3:5])([CH3:4])[CH3:3]. The yield is 0.770. (2) The reactants are [CH2:1]([O:8][C:9]([C:11]1[CH:20]=[C:19]([O:21][CH2:22][C:23]2[CH:28]=[CH:27][CH:26]=[CH:25][CH:24]=2)[C:18]2[C:13](=[C:14]([O:30][CH2:31][C:32]3[CH:37]=[CH:36][CH:35]=[CH:34][CH:33]=3)[CH:15]=[C:16](Br)[CH:17]=2)[N:12]=1)=[O:10])[C:2]1[CH:7]=[CH:6][CH:5]=[CH:4][CH:3]=1.COC1C=CC(B(O)O)=CC=1.[Cl:49][C:50]1[CH:51]=[C:52](B(O)O)[CH:53]=[C:54]([Cl:56])[CH:55]=1. No catalyst specified. The product is [CH2:1]([O:8][C:9]([C:11]1[CH:20]=[C:19]([O:21][CH2:22][C:23]2[CH:28]=[CH:27][CH:26]=[CH:25][CH:24]=2)[C:18]2[C:13](=[C:14]([O:30][CH2:31][C:32]3[CH:37]=[CH:36][CH:35]=[CH:34][CH:33]=3)[CH:15]=[C:16]([C:52]3[CH:51]=[C:50]([Cl:49])[CH:55]=[C:54]([Cl:56])[CH:53]=3)[CH:17]=2)[N:12]=1)=[O:10])[C:2]1[CH:7]=[CH:6][CH:5]=[CH:4][CH:3]=1. The yield is 0.450. (3) The reactants are [C:1]([O:5][C:6]([NH:8][C:9]([CH3:29])([CH3:28])[CH2:10][C:11]1[C:19]2[C:14](=[C:15](OS(C(F)(F)F)(=O)=O)[CH:16]=[CH:17][CH:18]=2)[NH:13][CH:12]=1)=[O:7])([CH3:4])([CH3:3])[CH3:2].C(=O)([O-])[O-].[Na+].[Na+].[F:36][C:37]([F:48])([F:47])[C:38]1[CH:43]=[CH:42][C:41](B(O)O)=[CH:40][CH:39]=1. The catalyst is O1CCCC1.[Cl-].[Na+].O.[Pd].C1(P(C2C=CC=CC=2)C2C=CC=CC=2)C=CC=CC=1.C1(P(C2C=CC=CC=2)C2C=CC=CC=2)C=CC=CC=1.C1(P(C2C=CC=CC=2)C2C=CC=CC=2)C=CC=CC=1.C1(P(C2C=CC=CC=2)C2C=CC=CC=2)C=CC=CC=1. The product is [C:1]([O:5][C:6](=[O:7])[NH:8][C:9]([CH3:29])([CH3:28])[CH2:10][C:11]1[C:19]2[C:14](=[C:15]([C:41]3[CH:42]=[CH:43][C:38]([C:37]([F:48])([F:47])[F:36])=[CH:39][CH:40]=3)[CH:16]=[CH:17][CH:18]=2)[NH:13][CH:12]=1)([CH3:2])([CH3:3])[CH3:4]. The yield is 0.930.